From a dataset of NCI-60 drug combinations with 297,098 pairs across 59 cell lines. Regression. Given two drug SMILES strings and cell line genomic features, predict the synergy score measuring deviation from expected non-interaction effect. (1) Drug 1: CC1=C(C(CCC1)(C)C)C=CC(=CC=CC(=CC(=O)O)C)C. Drug 2: CCC(=C(C1=CC=CC=C1)C2=CC=C(C=C2)OCCN(C)C)C3=CC=CC=C3.C(C(=O)O)C(CC(=O)O)(C(=O)O)O. Cell line: U251. Synergy scores: CSS=-1.08, Synergy_ZIP=7.93, Synergy_Bliss=9.47, Synergy_Loewe=6.81, Synergy_HSA=-2.47. (2) Drug 1: CC(CN1CC(=O)NC(=O)C1)N2CC(=O)NC(=O)C2. Drug 2: C1C(C(OC1N2C=NC3=C2NC=NCC3O)CO)O. Cell line: HCC-2998. Synergy scores: CSS=4.84, Synergy_ZIP=-2.06, Synergy_Bliss=1.56, Synergy_Loewe=1.46, Synergy_HSA=0.143. (3) Drug 1: CCCS(=O)(=O)NC1=C(C(=C(C=C1)F)C(=O)C2=CNC3=C2C=C(C=N3)C4=CC=C(C=C4)Cl)F. Drug 2: CC1C(C(CC(O1)OC2CC(OC(C2O)C)OC3=CC4=CC5=C(C(=O)C(C(C5)C(C(=O)C(C(C)O)O)OC)OC6CC(C(C(O6)C)O)OC7CC(C(C(O7)C)O)OC8CC(C(C(O8)C)O)(C)O)C(=C4C(=C3C)O)O)O)O. Cell line: UO-31. Synergy scores: CSS=8.56, Synergy_ZIP=2.67, Synergy_Bliss=7.21, Synergy_Loewe=7.49, Synergy_HSA=7.13.